This data is from Catalyst prediction with 721,799 reactions and 888 catalyst types from USPTO. The task is: Predict which catalyst facilitates the given reaction. The catalyst class is: 7. Reactant: [CH3:1][Li].[C:3]([C:6]1[S:10]/[C:9](=[N:11]\[C:12](=[O:22])[C:13]2[CH:18]=[C:17]([Cl:19])[CH:16]=[CH:15][C:14]=2[O:20][CH3:21])/[N:8]([CH2:23][CH:24]2[CH2:29][CH2:28][CH2:27][CH2:26][O:25]2)[C:7]=1[CH3:30])(=[O:5])[CH3:4]. Product: [Cl:19][C:17]1[CH:16]=[CH:15][C:14]([O:20][CH3:21])=[C:13]([CH:18]=1)[C:12](/[N:11]=[C:9]1\[S:10][C:6]([C:3]([OH:5])([CH3:1])[CH3:4])=[C:7]([CH3:30])[N:8]\1[CH2:23][CH:24]1[CH2:29][CH2:28][CH2:27][CH2:26][O:25]1)=[O:22].